Binary Classification. Given a miRNA mature sequence and a target amino acid sequence, predict their likelihood of interaction. From a dataset of Experimentally validated miRNA-target interactions with 360,000+ pairs, plus equal number of negative samples. (1) The miRNA is hsa-miR-513a-5p with sequence UUCACAGGGAGGUGUCAU. The protein sequence of the target gene is MVSIPEYYEGKNVLLTGATGFLGKVLLEKLLRSCPKVNSVYVLVRQKAGQTPQERVEEVLSGKLFDRLRDENPDFREKIIAINSELTQPKLALSEEDKEVIIDSTNIIFHCAATVRFNENLRDAVQLNVIATRQLILLAQQMKNLEVFMHVSTAYAYCNRKHIDEVVYPPPVDPKKLIDSLEWMDDGLVNDITPKLIGDRPNTYIYTKALAEYVVQQEGAKLNVAIVRPSIVGASWKEPFPGWIDNFNGPSGLFIAAGKGILRTIRASNNALADLVPVDVVVNMSLAAAWYSGVNRPRNI.... Result: 0 (no interaction). (2) The miRNA is hsa-miR-3136-3p with sequence UGGCCCAACCUAUUCAGUUAGU. The protein sequence of the target gene is MAAAAAELVIGWCIFGLLLLAILAFCWVYVRKYQSQRESEVVSTVTAIFSLAVALITSALLPVDIFLVSYMKNQNGTFKDWADANVTVQIENTVLYGYYTLYSVILFCVFFWIPFVYFYYEEKDEDDASKCTQIKTALKYTLGFVVICALLLLVGAFVPLHLPNNNNSTEWEKVKLLFEDLGTGQGLAALSFSISSLTLIGMLAAITYTAYGMSALPLNLIKGTRSTAYERLENTEDIEEVEQHIQTIRSKSKDGRPLPARDRRALKQCEERLRTLRKRERHLEFIENSWWTKFCGALRP.... Result: 0 (no interaction). (3) The miRNA is mmu-miR-3057-3p with sequence UCCCACAGGCCCAGCUCAUAGC. The protein sequence of the target gene is MASELAMNNSDLPTSPLAMEYVNDFDLMKFEVKKEPVETDRIISQCGRLIAGGSLSSTPMSTPCSSVPPSPSFSAPSPGSGSEQKAHLEDYYWMTGYPQQLNPEALGFSPEDAVEALISNSHQLQGGFDGYARGAQQLAAAAGAGAGASLGGSGEEMGPAAAVVSAVIAAAAAQSGAAPHYHHHHHHAAGHHHHPTAGAPGAAGGASASASGAGGAGGGGPASAGGGGGGGGGGGTAGAGGALHPHHAAGGLHFDDRFSDEQLVTMSVRELNRQLRGVSKEEVIRLKQKRRTLKNRGYAQ.... Result: 0 (no interaction). (4) The miRNA is hsa-miR-5589-3p with sequence UGCACAUGGCAACCUAGCUCCCA. Result: 0 (no interaction). The protein sequence of the target gene is MRIAVICFCLLGITCAIPVKQADSGSSEEKQLYNKYPDAVATWLNPDPSQKQNLLAPQNAVSSEETNDFKQETLPSKSNESHDHMDDMDDEDDDDHVDSQDSIDSNDSDDVDDTDDSHQSDESHHSDESDELVTDFPTDLPATEVFTPVVPTVDTYDGRGDSVVYGLRSKSKKFRRPDIQYPDATDEDITSHMESEELNGAYKAIPVAQDLNAPSDWDSRGKDSYETSQLDDQSAETHSHKQSRLYKRKANDESNEHSDVIDSQELSKVSREFHSHEFHSHEDMLVVDPKSKEEDKHLKF.... (5) The miRNA is hsa-miR-2682-3p with sequence CGCCUCUUCAGCGCUGUCUUCC. The protein sequence of the target gene is MNETNKTLVGPSELPTASAVAPGPGTGARAWPVLVGFVLGAVVLSLLIALAAKCHLCRRYHASYRHRPLPETGRGGRPQVAEDEDDDGFIEDNYIQPGTGELGTEGSRDHFSL. Result: 1 (interaction). (6) The miRNA is hsa-miR-652-3p with sequence AAUGGCGCCACUAGGGUUGUG. The protein sequence of the target gene is MEGESTSAVLSGFVLGALAFQHLNTDSDTEGFLLGEVKGEAKNSITDSQMDDVEVVYTIDIQKYIPCYQLFSFYNSSGEVNEQALKKILSNVKKNVVGWYKFRRHSDQIMTFRERLLHKNLQEHFSNQDLVFLLLTPSIITESCSTHRLEHSLYKPQKGLFHRVPLVVANLGMSEQLGYKTVSGSCMSTGFSRAVQTHSSKFFEEDGSLKEVHKINEMYASLQEELKSICKKVEDSEQAVDKLVKDVNRLKREIEKRRGAQIQAAREKNIQKDPQENIFLCQALRTFFPNSEFLHSCVMS.... Result: 0 (no interaction).